From a dataset of Catalyst prediction with 721,799 reactions and 888 catalyst types from USPTO. Predict which catalyst facilitates the given reaction. (1) Reactant: [CH3:1][O:2][C:3]1[CH:4]=[C:5]([CH2:22][OH:23])[CH:6]=[CH:7][C:8]=1[O:9][CH2:10][C:11]1[N:12]=[C:13]([N:16]2[CH2:21][CH2:20][CH2:19][CH2:18][CH2:17]2)[S:14][CH:15]=1.O[C:25]1[C:29]([CH:30]=[O:31])=[CH:28][N:27]([C:32]2[CH:37]=[CH:36][CH:35]=[CH:34][CH:33]=2)[N:26]=1.C(P(CCCC)CCCC)CCC.N(C(N1CCCCC1)=O)=NC(N1CCCCC1)=O. Product: [CH3:1][O:2][C:3]1[CH:4]=[C:5]([CH:6]=[CH:7][C:8]=1[O:9][CH2:10][C:11]1[N:12]=[C:13]([N:16]2[CH2:17][CH2:18][CH2:19][CH2:20][CH2:21]2)[S:14][CH:15]=1)[CH2:22][O:23][C:25]1[C:29]([CH:30]=[O:31])=[CH:28][N:27]([C:32]2[CH:33]=[CH:34][CH:35]=[CH:36][CH:37]=2)[N:26]=1. The catalyst class is: 7. (2) Reactant: [Li]CCCC.CCCCCC.CC1(C)CCCC(C)(C)N1.[CH3:22][O:23][C:24]1[CH:25]=[C:26]([CH:30]2[CH2:36][CH2:35][CH2:34][CH2:33][N:32]([CH3:37])[C:31]2=[O:38])[CH:27]=[CH:28][CH:29]=1.[CH3:39][O:40][CH3:41]. Product: [CH3:39][O:40][CH2:41][C:30]1([C:26]2[CH:27]=[CH:28][CH:29]=[C:24]([O:23][CH3:22])[CH:25]=2)[CH2:36][CH2:35][CH2:34][CH2:33][N:32]([CH3:37])[C:31]1=[O:38]. The catalyst class is: 1.